This data is from Catalyst prediction with 721,799 reactions and 888 catalyst types from USPTO. The task is: Predict which catalyst facilitates the given reaction. (1) Product: [F:1][C:2]1[CH:7]=[CH:6][C:5]([CH:8]2[CH:17]3[CH2:18][CH2:19][NH:20][CH:16]3[C:15]3[CH:14]=[CH:13][CH:12]=[CH:11][C:10]=3[NH:9]2)=[CH:4][CH:3]=1. The catalyst class is: 63. Reactant: [F:1][C:2]1[CH:7]=[CH:6][C:5]([CH:8]2[CH:17]3[CH2:18][CH2:19][N:20](C([O-])=O)[CH:16]3[C:15]3[CH:14]=[CH:13][CH:12]=[CH:11][C:10]=3[NH:9]2)=[CH:4][CH:3]=1. (2) Reactant: P(Cl)(Cl)(Cl)=O.[C:6]1([C:12]2[O:13][C:14]3[CH:24]=[CH:23][CH:22]=[CH:21][C:15]=3[O:16][C:17]=2[C:18]([NH2:20])=O)[CH:11]=[CH:10][CH:9]=[CH:8][CH:7]=1.C(=O)([O-])O.[Na+]. Product: [C:6]1([C:12]2[O:13][C:14]3[CH:24]=[CH:23][CH:22]=[CH:21][C:15]=3[O:16][C:17]=2[C:18]#[N:20])[CH:7]=[CH:8][CH:9]=[CH:10][CH:11]=1. The catalyst class is: 529.